Regression. Given two drug SMILES strings and cell line genomic features, predict the synergy score measuring deviation from expected non-interaction effect. From a dataset of NCI-60 drug combinations with 297,098 pairs across 59 cell lines. (1) Drug 1: C1=CC(=CC=C1C#N)C(C2=CC=C(C=C2)C#N)N3C=NC=N3. Drug 2: C1C(C(OC1N2C=NC(=NC2=O)N)CO)O. Cell line: HL-60(TB). Synergy scores: CSS=36.2, Synergy_ZIP=1.43, Synergy_Bliss=-0.145, Synergy_Loewe=9.21, Synergy_HSA=4.69. (2) Drug 1: CC(CN1CC(=O)NC(=O)C1)N2CC(=O)NC(=O)C2. Drug 2: C1=CC=C(C=C1)NC(=O)CCCCCCC(=O)NO. Cell line: UACC62. Synergy scores: CSS=23.7, Synergy_ZIP=-10.1, Synergy_Bliss=-2.70, Synergy_Loewe=-1.71, Synergy_HSA=-0.636. (3) Drug 1: CC12CCC3C(C1CCC2=O)CC(=C)C4=CC(=O)C=CC34C. Drug 2: CN(C)N=NC1=C(NC=N1)C(=O)N. Cell line: M14. Synergy scores: CSS=18.9, Synergy_ZIP=4.14, Synergy_Bliss=3.75, Synergy_Loewe=-30.2, Synergy_HSA=0.537. (4) Synergy scores: CSS=19.5, Synergy_ZIP=-3.59, Synergy_Bliss=1.54, Synergy_Loewe=-11.2, Synergy_HSA=-1.41. Drug 1: C1=NC2=C(N1)C(=S)N=C(N2)N. Drug 2: CN(CCCl)CCCl.Cl. Cell line: UACC-257. (5) Drug 1: C1=NC2=C(N=C(N=C2N1C3C(C(C(O3)CO)O)O)F)N. Drug 2: C1CCC(C(C1)N)N.C(=O)(C(=O)[O-])[O-].[Pt+4]. Cell line: LOX IMVI. Synergy scores: CSS=22.9, Synergy_ZIP=-7.02, Synergy_Bliss=-2.96, Synergy_Loewe=-25.1, Synergy_HSA=-7.11.